From a dataset of Full USPTO retrosynthesis dataset with 1.9M reactions from patents (1976-2016). Predict the reactants needed to synthesize the given product. (1) Given the product [CH:1]([C:2]1[CH:11]=[CH:10][C:9]2[C:4](=[CH:5][C:6]([C:12]([O:14][CH3:15])=[O:13])=[CH:7][CH:8]=2)[N:3]=1)=[O:16], predict the reactants needed to synthesize it. The reactants are: [CH3:1][C:2]1[CH:11]=[CH:10][C:9]2[C:4](=[CH:5][C:6]([C:12]([O:14][CH3:15])=[O:13])=[CH:7][CH:8]=2)[N:3]=1.[O:16]1CCOCC1. (2) Given the product [NH2:30][CH:28]([C:25]1[CH:24]=[CH:23][C:22]([NH:21][C:13]2[N:12]=[C:11]([CH2:10][CH2:9][C:8]3[CH:38]=[CH:39][CH:40]=[CH:41][C:7]=3[C:4]3([C:1]([NH2:2])=[O:3])[CH2:5][CH2:6]3)[C:16]([C:17]([F:19])([F:20])[F:18])=[CH:15][N:14]=2)=[CH:27][CH:26]=1)[CH3:29], predict the reactants needed to synthesize it. The reactants are: [C:1]([C:4]1([C:7]2[CH:41]=[CH:40][CH:39]=[CH:38][C:8]=2[CH2:9][CH2:10][C:11]2[C:16]([C:17]([F:20])([F:19])[F:18])=[CH:15][N:14]=[C:13]([NH:21][C:22]3[CH:27]=[CH:26][C:25]([CH:28]([NH:30]C(=O)OC(C)(C)C)[CH3:29])=[CH:24][CH:23]=3)[N:12]=2)[CH2:6][CH2:5]1)(=[O:3])[NH2:2].FC(F)(F)C(O)=O. (3) Given the product [CH2:1]([N:3]1[C:7]2=[N:8][CH:9]=[C:10]([C:19]([OH:21])=[O:20])[C:11]([NH:12][CH:13]3[CH2:18][CH2:17][O:16][CH2:15][CH2:14]3)=[C:6]2[CH:5]=[N:4]1)[CH3:2], predict the reactants needed to synthesize it. The reactants are: [CH2:1]([N:3]1[C:7]2=[N:8][CH:9]=[C:10]([C:19]([O:21]CC)=[O:20])[C:11]([NH:12][CH:13]3[CH2:18][CH2:17][O:16][CH2:15][CH2:14]3)=[C:6]2[CH:5]=[N:4]1)[CH3:2].[OH-].[Na+]. (4) Given the product [OH:2][CH2:1][CH2:3][NH:4][C:38]1[N:37]=[CH:36][C:35]([C:27]2[CH:26]=[C:25]([C:23]([NH:22][CH2:21][C@H:18]3[CH2:17][CH2:16][C@H:15]([CH2:14][NH:13][C:12](=[O:42])[O:11][CH:8]4[CH2:7][CH2:6][O:5][CH2:10][CH2:9]4)[CH2:20][CH2:19]3)=[O:24])[C:34]3[C:29](=[CH:30][CH:31]=[CH:32][CH:33]=3)[N:28]=2)=[CH:40][CH:39]=1, predict the reactants needed to synthesize it. The reactants are: [CH2:1]([CH2:3][NH2:4])[OH:2].[O:5]1[CH2:10][CH2:9][CH:8]([O:11][C:12](=[O:42])[NH:13][CH2:14][C@H:15]2[CH2:20][CH2:19][C@H:18]([CH2:21][NH:22][C:23]([C:25]3[C:34]4[C:29](=[CH:30][CH:31]=[CH:32][CH:33]=4)[N:28]=[C:27]([C:35]4[CH:36]=[N:37][C:38](F)=[CH:39][CH:40]=4)[CH:26]=3)=[O:24])[CH2:17][CH2:16]2)[CH2:7][CH2:6]1.